From a dataset of Reaction yield outcomes from USPTO patents with 853,638 reactions. Predict the reaction yield, written as a fraction of the theoretical maximum amount of product (1.0 means a 100% yield; for example, 0.34 means a 34% yield). (1) The reactants are [F:1][C:2]([F:14])([O:6][C:7]1[CH:8]=[C:9]([CH3:13])[CH:10]=[CH:11][CH:12]=1)[CH:3]([F:5])[F:4].[Br:15]N1C(=O)CCC1=O.O. The catalyst is C(Cl)(Cl)Cl.N(C(C)(C)C#N)=NC(C)(C)C#N. The product is [F:1][C:2]([F:14])([O:6][C:7]1[CH:8]=[C:9]([CH2:13][Br:15])[CH:10]=[CH:11][CH:12]=1)[CH:3]([F:4])[F:5]. The yield is 0.530. (2) The reactants are Cl.[OH:2][C:3]1[CH:13]=[C:12]([O:14][CH2:15][CH2:16][O:17][CH2:18][CH2:19][O:20][CH3:21])[CH:11]=[CH:10][C:4]=1[C:5](=[NH:9])OCC.Cl.N[CH2:24][C:25]([NH:31]Cl)([CH3:30])[C:26]([O:28][CH3:29])=[O:27].CCN(CC)CC. The catalyst is CO. The product is [OH:2][C:3]1[CH:13]=[C:12]([O:14][CH2:15][CH2:16][O:17][CH2:18][CH2:19][O:20][CH3:21])[CH:11]=[CH:10][C:4]=1[C:5]1[NH:9][CH2:24][C:25]([CH3:30])([C:26]([O:28][CH3:29])=[O:27])[N:31]=1. The yield is 0.500. (3) The reactants are C([NH:8][C@@H:9]([C:12]([OH:14])=[O:13])[CH2:10][OH:11])(OC(C)(C)C)=O.CN1CC[O:19][CH2:18]C1.[CH2:22]([NH2:29])[C:23]1[CH:28]=[CH:27][CH:26]=[CH:25][CH:24]=1.C(P1(=O)OP(CCC)(=O)OP([CH2:44][CH2:45][CH3:46])(=O)O1)CC.[C:48](OCC)(=O)C. No catalyst specified. The product is [C:12]([C@@:9]([NH2:8])([CH2:10][OH:11])[C:18]([NH:29][CH2:22][C:23]1[CH:28]=[CH:27][CH:26]=[CH:25][CH:24]=1)=[O:19])([O:14][C:45]([CH3:46])([CH3:48])[CH3:44])=[O:13]. The yield is 0.715. (4) The reactants are [N:1]12[CH2:8][CH2:7][CH:4]([CH2:5][CH2:6]1)[C:3](=[O:9])[CH2:2]2.[CH:10]([Mg]Br)=[CH2:11].Cl.[OH-].[Na+]. The catalyst is O1CCCC1. The product is [CH:10]([C:3]1([OH:9])[CH:4]2[CH2:7][CH2:8][N:1]([CH2:6][CH2:5]2)[CH2:2]1)=[CH2:11]. The yield is 0.540.